Task: Predict the product of the given reaction.. Dataset: Forward reaction prediction with 1.9M reactions from USPTO patents (1976-2016) (1) Given the reactants C([Cl:4])(=O)C.[NH2:5][C:6]1[CH:11]=[CH:10][CH:9]=[CH:8][C:7]=1[C:12]1[N:16]([CH2:17][CH:18]([CH3:20])[CH3:19])[C:15]([CH2:21][CH2:22][CH2:23][CH3:24])=[N:14][C:13]=1[C:25]#[N:26], predict the reaction product. The product is: [ClH:4].[CH2:21]([C:15]1[N:16]([CH2:17][CH:18]([CH3:20])[CH3:19])[C:12]2[C:7]3[CH:8]=[CH:9][CH:10]=[CH:11][C:6]=3[N:5]=[C:25]([NH2:26])[C:13]=2[N:14]=1)[CH2:22][CH2:23][CH3:24]. (2) Given the reactants [CH3:1][O:2][C:3](=[O:21])[C:4]1[CH:9]=[C:8]([NH2:10])[C:7]([NH2:11])=[C:6]([F:12])[C:5]=1[NH:13][C:14]1[CH:19]=[CH:18][CH:17]=[CH:16][C:15]=1[Cl:20].[C:22](O)(=O)C.C(N)=N, predict the reaction product. The product is: [CH3:1][O:2][C:3]([C:4]1[C:5]([NH:13][C:14]2[CH:19]=[CH:18][CH:17]=[CH:16][C:15]=2[Cl:20])=[C:6]([F:12])[C:7]2[N:11]=[CH:22][NH:10][C:8]=2[CH:9]=1)=[O:21]. (3) Given the reactants C(OC([NH:8][CH2:9][CH2:10][CH:11]([CH2:28][C:29]1[CH:34]=[CH:33][CH:32]=[CH:31][CH:30]=1)[C:12]([NH:14][NH:15][C:16]([C:18]1[CH:19]=[C:20]2[C:25](=[CH:26][CH:27]=1)[CH:24]=[N:23][CH:22]=[CH:21]2)=O)=[S:13])=O)(C)(C)C.C1C2C(=CC(C(NN)=O)=CC=2)C=CN=1.C(OC(NCCC(CC1C=CC=CC=1)C(O)=O)=O)(C)(C)C.F[P-](F)(F)(F)(F)F.N1(OC(N(C)C)=[N+](C)C)C2C=CC=CC=2N=N1.C(N(C(C)C)CC)(C)C, predict the reaction product. The product is: [CH:24]1[C:25]2[C:20](=[CH:19][C:18]([C:16]3[S:13][C:12]([CH:11]([CH2:28][C:29]4[CH:34]=[CH:33][CH:32]=[CH:31][CH:30]=4)[CH2:10][CH2:9][NH2:8])=[N:14][N:15]=3)=[CH:27][CH:26]=2)[CH:21]=[CH:22][N:23]=1. (4) Given the reactants [Cl:1][C:2]1[CH:10]=[CH:9][C:5]([C:6](O)=[O:7])=[CH:4][CH:3]=1.Cl.CN1CC[O:16][CH2:15]C1.Cl.C[N:21]([CH3:30])CCCN=C=NCC, predict the reaction product. The product is: [Cl:1][C:2]1[CH:10]=[CH:9][C:5]([C:6]([N:21]([O:16][CH3:15])[CH3:30])=[O:7])=[CH:4][CH:3]=1. (5) Given the reactants I.[Cl:2][C:3]1[N:4]=[CH:5][N:6]([C:8]2[CH:13]=[CH:12][C:11]([NH:14][C:15](SC)=[NH:16])=[CH:10][C:9]=2[O:19][CH3:20])[CH:7]=1.[Cl:21][CH2:22][CH2:23][CH2:24][CH2:25][CH:26]([C:30]1[CH:35]=[CH:34][C:33]([Cl:36])=[CH:32][C:31]=1[Cl:37])[C:27](O)=O.[NH2:38][NH2:39], predict the reaction product. The product is: [Cl:21][CH2:22][CH2:23][CH2:24][CH2:25][CH:26]([C:27]1[NH:39][N:38]=[C:15]([NH:14][C:11]2[CH:12]=[CH:13][C:8]([N:6]3[CH:7]=[C:3]([Cl:2])[N:4]=[CH:5]3)=[C:9]([O:19][CH3:20])[CH:10]=2)[N:16]=1)[C:30]1[CH:35]=[CH:34][C:33]([Cl:36])=[CH:32][C:31]=1[Cl:37]. (6) Given the reactants Cl[C:2]1[N:7]=[C:6]([C:8]2[S:12][C:11]([CH:13]3[CH2:16][CH2:15][CH2:14]3)=[N:10][C:9]=2[C:17]2[CH:18]=[CH:19][C:20]([F:35])=[C:21]([NH:23][S:24]([C:27]3[CH:32]=[C:31]([F:33])[CH:30]=[CH:29][C:28]=3[F:34])(=[O:26])=[O:25])[CH:22]=2)[CH:5]=[CH:4][N:3]=1.[CH3:36][S:37]([N:40]1[CH2:45][CH2:44][CH:43]([NH2:46])[CH2:42][CH2:41]1)(=[O:39])=[O:38], predict the reaction product. The product is: [CH:13]1([C:11]2[S:12][C:8]([C:6]3[CH:5]=[CH:4][N:3]=[C:2]([NH:46][CH:43]4[CH2:44][CH2:45][N:40]([S:37]([CH3:36])(=[O:39])=[O:38])[CH2:41][CH2:42]4)[N:7]=3)=[C:9]([C:17]3[CH:18]=[CH:19][C:20]([F:35])=[C:21]([NH:23][S:24]([C:27]4[CH:32]=[C:31]([F:33])[CH:30]=[CH:29][C:28]=4[F:34])(=[O:26])=[O:25])[CH:22]=3)[N:10]=2)[CH2:16][CH2:15][CH2:14]1. (7) Given the reactants [F-].C([N+](CCCC)(CCCC)CCCC)CCC.C1COCC1.[Si]([O:31][CH2:32][C:33]1[C:34]([C:42]2[CH:47]=[CH:46][CH:45]=[CH:44][CH:43]=2)=[C:35]([C:38]([O:40][CH3:41])=[O:39])[O:36][CH:37]=1)(C(C)(C)C)(C)C.C(Cl)(Cl)Cl, predict the reaction product. The product is: [OH:31][CH2:32][C:33]1[C:34]([C:42]2[CH:47]=[CH:46][CH:45]=[CH:44][CH:43]=2)=[C:35]([C:38]([O:40][CH3:41])=[O:39])[O:36][CH:37]=1.